From a dataset of Peptide-MHC class I binding affinity with 185,985 pairs from IEDB/IMGT. Regression. Given a peptide amino acid sequence and an MHC pseudo amino acid sequence, predict their binding affinity value. This is MHC class I binding data. (1) The MHC is HLA-C07:01 with pseudo-sequence HLA-C07:01. The peptide sequence is WMRWGGWPF. The binding affinity (normalized) is 0.0847. (2) The peptide sequence is FLRGRAYGL. The MHC is HLA-A02:02 with pseudo-sequence HLA-A02:02. The binding affinity (normalized) is 0.740. (3) The peptide sequence is IESNPLFPV. The MHC is HLA-A02:12 with pseudo-sequence HLA-A02:12. The binding affinity (normalized) is 0.369. (4) The peptide sequence is IIDEVINI. The MHC is H-2-Kb with pseudo-sequence H-2-Kb. The binding affinity (normalized) is 0.0567.